This data is from Peptide-MHC class II binding affinity with 134,281 pairs from IEDB. The task is: Regression. Given a peptide amino acid sequence and an MHC pseudo amino acid sequence, predict their binding affinity value. This is MHC class II binding data. (1) The peptide sequence is DVKFPSGGQIVGGVY. The MHC is HLA-DQA10501-DQB10301 with pseudo-sequence HLA-DQA10501-DQB10301. The binding affinity (normalized) is 0.740. (2) The peptide sequence is AFKIAATAANAAPTN. The MHC is HLA-DPA10201-DPB10101 with pseudo-sequence HLA-DPA10201-DPB10101. The binding affinity (normalized) is 0.269. (3) The peptide sequence is ATTEEQKLIEDINAS. The MHC is HLA-DQA10102-DQB10602 with pseudo-sequence HLA-DQA10102-DQB10602. The binding affinity (normalized) is 0.241.